From a dataset of Reaction yield outcomes from USPTO patents with 853,638 reactions. Predict the reaction yield, written as a fraction of the theoretical maximum amount of product (1.0 means a 100% yield; for example, 0.34 means a 34% yield). (1) The reactants are Cl.[CH3:2][O:3][C:4]1[CH:9]=[CH:8][C:7]([NH:10][NH2:11])=[CH:6][CH:5]=1.C(N(CC)CC)C.[C:19]([CH2:25][C:26]#[N:27])(=O)[C:20]([CH3:23])([CH3:22])[CH3:21]. The catalyst is C1(C)C=CC=CC=1. The product is [C:20]([C:19]1[CH:25]=[C:26]([NH2:27])[N:10]([C:7]2[CH:8]=[CH:9][C:4]([O:3][CH3:2])=[CH:5][CH:6]=2)[N:11]=1)([CH3:23])([CH3:22])[CH3:21]. The yield is 0.700. (2) The reactants are [F:1][C:2]1[CH:7]=[C:6]([F:8])[CH:5]=[CH:4][C:3]=1[C:9]([OH:34])([CH2:28][N:29]1[CH:33]=[N:32][N:31]=[N:30]1)[C:10]([F:27])([F:26])[C:11]1[CH:16]=[CH:15][C:14](/[CH:17]=[CH:18]/[CH2:19][O:20][CH2:21][C:22]([F:25])([F:24])[F:23])=[CH:13][N:12]=1. The catalyst is CCO.[Pd]. The product is [F:1][C:2]1[CH:7]=[C:6]([F:8])[CH:5]=[CH:4][C:3]=1[C:9]([OH:34])([CH2:28][N:29]1[CH:33]=[N:32][N:31]=[N:30]1)[C:10]([F:27])([F:26])[C:11]1[CH:16]=[CH:15][C:14]([CH2:17][CH2:18][CH2:19][O:20][CH2:21][C:22]([F:25])([F:24])[F:23])=[CH:13][N:12]=1. The yield is 0.750. (3) The yield is 0.240. The product is [NH2:11][C:9]1[CH:8]=[CH:7][C:3]([C:4]([OH:6])=[O:5])=[C:2]([Cl:1])[CH:10]=1. The reactants are [Cl:1][C:2]1[CH:10]=[C:9]([N+:11]([O-])=O)[CH:8]=[CH:7][C:3]=1[C:4]([OH:6])=[O:5].[NH4+].[Cl-]. The catalyst is CCO.O.[Fe]. (4) The reactants are [Br:1][C:2]1[CH:7]=[CH:6][C:5]([OH:8])=[CH:4][CH:3]=1.O[CH:10]([C:14]1[CH:24]=[CH:23][C:17]([C:18]([O:20][CH2:21][CH3:22])=[O:19])=[CH:16][CH:15]=1)[CH2:11][CH2:12][CH3:13].C1(P(C2C=CC=CC=2)C2C=CC=CC=2)C=CC=CC=1.CC(OC(/N=N/C(OC(C)C)=O)=O)C. The catalyst is C1COCC1.[Cl-].[Na+].O. The product is [Br:1][C:2]1[CH:7]=[CH:6][C:5]([O:8][CH:10]([C:14]2[CH:24]=[CH:23][C:17]([C:18]([O:20][CH2:21][CH3:22])=[O:19])=[CH:16][CH:15]=2)[CH2:11][CH2:12][CH3:13])=[CH:4][CH:3]=1. The yield is 0.677. (5) The catalyst is O1CCOCC1.C1C=CC(P(C2C=CC=CC=2)[C-]2C=CC=C2)=CC=1.C1C=CC(P(C2C=CC=CC=2)[C-]2C=CC=C2)=CC=1.Cl[Pd]Cl.[Fe+2]. The yield is 0.870. The product is [C:1]([O:5][C:6]([N:8]1[CH2:11][CH:10]([C:12]2[C:17]([C:20]3[CH:21]=[CH:22][CH:23]=[CH:24][CH:25]=3)=[CH:16][CH:15]=[CH:14][N:13]=2)[CH2:9]1)=[O:7])([CH3:4])([CH3:3])[CH3:2]. The reactants are [C:1]([O:5][C:6]([N:8]1[CH2:11][CH:10]([C:12]2[C:17](Br)=[CH:16][CH:15]=[CH:14][N:13]=2)[CH2:9]1)=[O:7])([CH3:4])([CH3:3])[CH3:2].C[C:20]1[CH:21]=[C:22](B(O)O)[CH:23]=[CH:24][CH:25]=1.C([O-])([O-])=O.[Na+].[Na+].O. (6) The reactants are [H-].[Na+].[O:3]=[C:4]1[C:25]2[C:20](=[CH:21][CH:22]=[CH:23][CH:24]=2)[O:19][C:6]2([CH2:11][CH2:10][N:9]([C:12]([O:14][C:15]([CH3:18])([CH3:17])[CH3:16])=[O:13])[CH2:8][CH2:7]2)[CH2:5]1.C[CH2:27][O:28]CC.C(OCC)=O. The catalyst is CO. The product is [OH:28][CH:27]=[C:5]1[C:6]2([CH2:7][CH2:8][N:9]([C:12]([O:14][C:15]([CH3:18])([CH3:17])[CH3:16])=[O:13])[CH2:10][CH2:11]2)[O:19][C:20]2[C:25](=[CH:24][CH:23]=[CH:22][CH:21]=2)[C:4]1=[O:3]. The yield is 0.360. (7) The reactants are [Li+].C[Si]([N-][Si](C)(C)C)(C)C.Cl[C:12]1[CH:13]=[C:14]2[C:19](=[CH:20][CH:21]=1)[CH:18]=[C:17]1[CH2:22][CH2:23][CH2:24][C:16]1=[C:15]2[C:25](=[O:27])[CH3:26].[CH3:28][NH:29][CH3:30]. The catalyst is C1COCC1. The product is [CH3:28][N:29]([CH3:30])[C:12]1[CH:13]=[C:14]2[C:19](=[CH:20][CH:21]=1)[CH:18]=[C:17]1[CH2:22][CH2:23][CH2:24][C:16]1=[C:15]2[C:25](=[O:27])[CH3:26]. The yield is 0.700.